From a dataset of Catalyst prediction with 721,799 reactions and 888 catalyst types from USPTO. Predict which catalyst facilitates the given reaction. (1) Reactant: [NH2:1][C:2]1[N:10]=[C:9]2[C:5]([NH:6][CH:7]=[N:8]2)=[C:4]([Cl:11])[N:3]=1.C(=O)([O-])[O-].[K+].[K+].Br[CH2:19][C:20]([OH:22])=[O:21].Cl. Product: [NH2:1][C:2]1[N:10]=[C:9]2[C:5]([N:6]=[CH:7][N:8]2[CH2:19][C:20]([OH:22])=[O:21])=[C:4]([Cl:11])[N:3]=1. The catalyst class is: 18. (2) Reactant: Br[C:2]1[CH:3]=[C:4]([CH:7]=[C:8]([Br:10])[CH:9]=1)[C:5]#[N:6].[C:11]1(B(O)O)[CH:16]=[CH:15][CH:14]=[CH:13][CH:12]=1.C([O-])([O-])=O.[K+].[K+]. Product: [Br:10][C:8]1[CH:7]=[C:4]([C:5]#[N:6])[CH:3]=[C:2]([C:11]2[CH:16]=[CH:15][CH:14]=[CH:13][CH:12]=2)[CH:9]=1. The catalyst class is: 276. (3) Reactant: [C:1]([O:5][C:6]([N:8]1[CH2:13][CH2:12][C:11]2([C:21]3[C:16](=[CH:17][CH:18]=[C:19]([F:22])[CH:20]=3)[N:15]=[CH:14]2)[CH2:10][CH2:9]1)=[O:7])([CH3:4])([CH3:3])[CH3:2].[BH4-].[Na+]. Product: [C:1]([O:5][C:6]([N:8]1[CH2:9][CH2:10][C:11]2([C:21]3[C:16](=[CH:17][CH:18]=[C:19]([F:22])[CH:20]=3)[NH:15][CH2:14]2)[CH2:12][CH2:13]1)=[O:7])([CH3:4])([CH3:2])[CH3:3]. The catalyst class is: 8. (4) Reactant: FC(F)(F)C(O)=O.[N:8]1([C@H:14]2[CH2:17][C@H:16]([O:18][C:19]3[CH:24]=[CH:23][C:22]([C:25]4[S:26][C:27]5[CH2:28][N:29](C(OC(C)(C)C)=O)[CH2:30][CH2:31][C:32]=5[N:33]=4)=[CH:21][CH:20]=3)[CH2:15]2)[CH2:13][CH2:12][CH2:11][CH2:10][CH2:9]1. Product: [N:8]1([C@H:14]2[CH2:15][C@H:16]([O:18][C:19]3[CH:20]=[CH:21][C:22]([C:25]4[S:26][C:27]5[CH2:28][NH:29][CH2:30][CH2:31][C:32]=5[N:33]=4)=[CH:23][CH:24]=3)[CH2:17]2)[CH2:13][CH2:12][CH2:11][CH2:10][CH2:9]1. The catalyst class is: 4. (5) Reactant: [C:1]([C:3]1[CH:8]=[CH:7][C:6]([C:9]2[CH:10]=[N:11][N:12]([C:15]3[CH:23]=[CH:22][C:18]([C:19](O)=[O:20])=[CH:17][N:16]=3)[C:13]=2[OH:14])=[C:5]([CH3:24])[CH:4]=1)#[N:2].Cl.C(N=C=NCCCN(C)C)C.C1C=CC2N(O)N=NC=2C=1.Br.Br.[CH2:49]([N:52]1[CH2:57][CH2:56][NH:55][CH2:54][CH2:53]1)[CH2:50][CH3:51].CCN(C(C)C)C(C)C.Cl. Product: [OH:14][C:13]1[N:12]([C:15]2[CH:23]=[CH:22][C:18]([C:19]([N:55]3[CH2:56][CH2:57][N:52]([CH2:49][CH2:50][CH3:51])[CH2:53][CH2:54]3)=[O:20])=[CH:17][N:16]=2)[N:11]=[CH:10][C:9]=1[C:6]1[CH:7]=[CH:8][C:3]([C:1]#[N:2])=[CH:4][C:5]=1[CH3:24]. The catalyst class is: 18. (6) Reactant: C([O:3][C:4](=O)[CH2:5][C:6]([C:8]1[CH:13]=[CH:12][N:11]=[CH:10][C:9]=1[F:14])=O)C.[CH3:16][NH:17][C:18]([NH2:20])=[S:19].N12CCCN=C1CCCCC2.CS(O)(=O)=O. Product: [F:14][C:9]1[CH:10]=[N:11][CH:12]=[CH:13][C:8]=1[C:6]1[N:20]=[C:18]([SH:19])[N:17]([CH3:16])[C:4](=[O:3])[CH:5]=1. The catalyst class is: 93. (7) Reactant: Cl.Cl.[CH2:3]([N:10]1[C:19]2[C:18]3[CH:20]=[CH:21][CH:22]=[CH:23][C:17]=3[N:16]([C:24]([C:26]3[CH:31]=[CH:30][C:29]([O:32][CH2:33][CH2:34][CH2:35][N:36]4[CH2:41][CH2:40][NH:39][CH2:38][CH2:37]4)=[C:28]([CH3:42])[CH:27]=3)=[O:25])[CH2:15][CH2:14][C:13]=2[N:12]=[C:11]1[CH3:43])[C:4]1[CH:9]=[CH:8][CH:7]=[CH:6][CH:5]=1.C(N(CC)CC)C.[CH3:51][C:52]([CH3:57])([CH3:56])[CH2:53][CH:54]=O.C([BH3-])#N.[Na+]. Product: [CH2:3]([N:10]1[C:19]2[C:18]3[CH:20]=[CH:21][CH:22]=[CH:23][C:17]=3[N:16]([C:24]([C:26]3[CH:31]=[CH:30][C:29]([O:32][CH2:33][CH2:34][CH2:35][N:36]4[CH2:41][CH2:40][N:39]([CH2:54][CH2:53][C:52]([CH3:57])([CH3:56])[CH3:51])[CH2:38][CH2:37]4)=[C:28]([CH3:42])[CH:27]=3)=[O:25])[CH2:15][CH2:14][C:13]=2[N:12]=[C:11]1[CH3:43])[C:4]1[CH:5]=[CH:6][CH:7]=[CH:8][CH:9]=1. The catalyst class is: 130. (8) Reactant: [F:1][C:2]1[CH:7]=[CH:6][CH:5]=[CH:4][C:3]=1[C:8]1[N:12]([S:13]([C:16]2[CH:21]=[CH:20][CH:19]=[C:18]([O:22][CH2:23][C:24]([NH:26][CH2:27][CH2:28][CH2:29][OH:30])=[O:25])[CH:17]=2)(=[O:15])=[O:14])[CH:11]=[C:10]([CH2:31][N:32](C)[C:33](=O)OC(C)(C)C)[CH:9]=1.Cl.[C:42](=O)(O)[O-].[Na+].[O:47]1[CH2:52][CH2:51]OCC1. Product: [F:1][C:2]1[CH:7]=[CH:6][CH:5]=[CH:4][C:3]=1[C:8]1[N:12]([S:13]([C:16]2[CH:17]=[C:18]([CH:19]=[CH:20][CH:21]=2)[O:22][CH2:23][C:24]([NH:26][C:27]2[CH:28]=[CH:29][CH:42]=[C:52]([OH:47])[CH:51]=2)=[O:25])(=[O:15])=[O:14])[CH:11]=[C:10]([CH2:31][NH:32][CH3:33])[CH:9]=1.[F:1][C:2]1[CH:7]=[CH:6][CH:5]=[CH:4][C:3]=1[C:8]1[N:12]([S:13]([C:16]2[CH:17]=[C:18]([CH:19]=[CH:20][CH:21]=2)[O:22][CH2:23][C:24]([NH:26][CH2:27][CH2:28][CH2:29][OH:30])=[O:25])(=[O:14])=[O:15])[CH:11]=[C:10]([CH2:31][NH:32][CH3:33])[CH:9]=1. The catalyst class is: 4. (9) Reactant: [CH:1]([O:5][C:6]1[CH:7]=[C:8]([CH:26]=[CH:27][CH:28]=1)[CH2:9][C:10]1[C:19]2[C:14](=[CH:15][C:16]([O:22][CH3:23])=[C:17]([O:20][CH3:21])[CH:18]=2)[C:13]([CH2:24]Cl)=[CH:12][N:11]=1)([CH2:3][CH3:4])[CH3:2].[C-:29]#[N:30].[Na+].C(OCC)(=O)C.CCCCCC. Product: [CH:1]([O:5][C:6]1[CH:7]=[C:8]([CH:26]=[CH:27][CH:28]=1)[CH2:9][C:10]1[C:19]2[C:14](=[CH:15][C:16]([O:22][CH3:23])=[C:17]([O:20][CH3:21])[CH:18]=2)[C:13]([CH2:24][C:29]#[N:30])=[CH:12][N:11]=1)([CH2:3][CH3:4])[CH3:2]. The catalyst class is: 829. (10) Reactant: CCN(C(C)C)C(C)C.[F:10][C:11]1[CH:32]=[C:31]([N+:33]([O-:35])=[O:34])[CH:30]=[CH:29][C:12]=1[O:13][C:14]1[CH:19]=[CH:18][N:17]=[C:16]2[CH:20]=[C:21]([C:23]3[CH2:24][CH2:25][NH:26][CH2:27][CH:28]=3)[S:22][C:15]=12.Cl.[CH3:37][N:38]([CH3:43])[CH2:39][C:40](Cl)=[O:41]. Product: [CH3:37][N:38]([CH3:43])[CH2:39][C:40]([N:26]1[CH2:25][CH2:24][C:23]([C:21]2[S:22][C:15]3[C:16](=[N:17][CH:18]=[CH:19][C:14]=3[O:13][C:12]3[CH:29]=[CH:30][C:31]([N+:33]([O-:35])=[O:34])=[CH:32][C:11]=3[F:10])[CH:20]=2)=[CH:28][CH2:27]1)=[O:41]. The catalyst class is: 2.